From a dataset of Forward reaction prediction with 1.9M reactions from USPTO patents (1976-2016). Predict the product of the given reaction. (1) Given the reactants C(=O)([O-])[O-].[K+].[K+].Br[CH2:8][C:9]([O:11][CH2:12][C:13]1[CH:18]=[CH:17][CH:16]=[CH:15][CH:14]=1)=[O:10].[NH2:19][C:20]1[CH:32]=[CH:31][C:23]([O:24][CH2:25][C:26]([O:28][CH2:29][CH3:30])=[O:27])=[CH:22][CH:21]=1.[F:33][C:34]1[CH:42]=[CH:41][C:37]([C:38](Cl)=[O:39])=[CH:36][CH:35]=1.Cl, predict the reaction product. The product is: [CH2:12]([O:11][C:9]([CH2:8][N:19]([C:38](=[O:39])[C:37]1[CH:41]=[CH:42][C:34]([F:33])=[CH:35][CH:36]=1)[C:20]1[CH:21]=[CH:22][C:23]([O:24][CH2:25][C:26]([O:28][CH2:29][CH3:30])=[O:27])=[CH:31][CH:32]=1)=[O:10])[C:13]1[CH:18]=[CH:17][CH:16]=[CH:15][CH:14]=1. (2) Given the reactants [CH:1]([O:4][C:5]1[CH:10]=[CH:9][C:8]([NH2:11])=[CH:7][CH:6]=1)([CH3:3])[CH3:2].C([O:14][C:15]([C:17]1([CH2:24][CH2:25]OC)[CH2:22][CH2:21][CH:20]([OH:23])[CH2:19][CH2:18]1)=O)C.[Cl-].C[Al+]C.O, predict the reaction product. The product is: [OH:23][CH:20]1[CH2:21][CH2:22][C:17]2([C:15](=[O:14])[N:11]([C:8]3[CH:9]=[CH:10][C:5]([O:4][CH:1]([CH3:3])[CH3:2])=[CH:6][CH:7]=3)[CH2:25][CH2:24]2)[CH2:18][CH2:19]1. (3) Given the reactants [CH2:1]([O:3][C:4](=[O:19])[CH2:5][C:6]1[NH:11][C:10]2[CH:12]=[CH:13][C:14]([N+:16]([O-])=O)=[CH:15][C:9]=2[S:8][CH:7]=1)[CH3:2].[Sn](Cl)Cl.Cl, predict the reaction product. The product is: [CH2:1]([O:3][C:4](=[O:19])[CH2:5][C:6]1[NH:11][C:10]2[CH:12]=[CH:13][C:14]([NH2:16])=[CH:15][C:9]=2[S:8][CH:7]=1)[CH3:2]. (4) Given the reactants [BH4-].[Li+].[C:3]1([C@@H:9]([NH:11][C@H:12]2[CH2:17][CH2:16][CH2:15][CH2:14][C@@H:13]2[C:18](OCC)=[O:19])[CH3:10])[CH:8]=[CH:7][CH:6]=[CH:5][CH:4]=1.C(O)(=O)C.[OH-].[Na+], predict the reaction product. The product is: [C:3]1([C@@H:9]([NH:11][C@H:12]2[CH2:17][CH2:16][CH2:15][CH2:14][C@@H:13]2[CH2:18][OH:19])[CH3:10])[CH:8]=[CH:7][CH:6]=[CH:5][CH:4]=1. (5) Given the reactants C([O:8][C:9]1[CH:10]=[C:11]([N+:29]([O-])=O)[C:12]([CH2:26][CH2:27][Cl:28])=[C:13]2[C:17]=1[NH:16][C:15]([C:18]([F:21])([F:20])[F:19])=[C:14]2[C:22]([O:24][CH3:25])=[O:23])C1C=CC=CC=1.CCN=C=NCCCN(C)C.[CH3:43][O:44][C:45]1[CH:46]=[C:47]2[C:51](=[C:52]([O:56][CH3:57])[C:53]=1[O:54][CH3:55])[NH:50][C:49]([C:58]([OH:60])=O)=[CH:48]2, predict the reaction product. The product is: [Cl:28][CH2:27][CH2:26][C:12]1[C:11]([NH:29][C:58]([C:49]2[NH:50][C:51]3[C:47]([CH:48]=2)=[CH:46][C:45]([O:44][CH3:43])=[C:53]([O:54][CH3:55])[C:52]=3[O:56][CH3:57])=[O:60])=[CH:10][C:9]([OH:8])=[C:17]2[C:13]=1[C:14]([C:22]([O:24][CH3:25])=[O:23])=[C:15]([C:18]([F:21])([F:19])[F:20])[NH:16]2. (6) Given the reactants [F:1][C:2]1[CH:29]=[CH:28][C:5]2[C:6]([CH:9]3[CH2:14][CH2:13][N:12]([CH:15]([CH3:27])[CH2:16][NH:17][C:18]4[CH:23]=[N:22][N:21]([CH3:24])[C:20](=[O:25])[C:19]=4Cl)[CH2:11][CH2:10]3)=N[O:8][C:4]=2[CH:3]=1.C[OH:31].[OH-].[Na+].[H][H], predict the reaction product. The product is: [F:1][C:2]1[CH:29]=[CH:28][C:5]([C:6]([CH:9]2[CH2:14][CH2:13][N:12]([CH:15]([CH3:27])[CH2:16][NH:17][C:18]3[CH:23]=[N:22][N:21]([CH3:24])[C:20](=[O:25])[CH:19]=3)[CH2:11][CH2:10]2)=[O:31])=[C:4]([OH:8])[CH:3]=1.